Dataset: Full USPTO retrosynthesis dataset with 1.9M reactions from patents (1976-2016). Task: Predict the reactants needed to synthesize the given product. (1) Given the product [CH3:16][O:15][C:4]1[N:3]=[C:2]([CH3:33])[CH:7]=[C:6]([C:17]([O:23][C:22]([CH3:27])([CH3:24])[CH3:21])=[S:18])[CH:5]=1, predict the reactants needed to synthesize it. The reactants are: Cl[C:2]1[CH:7]=[C:6](C(OC(C)(C)C)=O)[CH:5]=[C:4]([O:15][CH3:16])[N:3]=1.[CH3:17][S-:18].[Na+].C(O)(=O)[CH2:21][C:22]([CH2:27]C(O)=O)([C:24](O)=O)[OH:23].[CH3:33]N(C=O)C. (2) The reactants are: [CH2:1]([C:3]1[C:11]2[C:6](=[CH:7][CH:8]=[CH:9][C:10]=2[NH:12][C:13]([C:15]2[N:19]3[CH:20]=[CH:21][C:22]([CH2:24]O)=[CH:23][C:18]3=[N:17][CH:16]=2)=[O:14])[N:5]([CH2:26][C:27]2[CH:32]=[CH:31][CH:30]=[C:29]([CH3:33])[N:28]=2)[N:4]=1)[CH3:2].CS(Cl)(=O)=O.C([O-])([O-])=O.[K+].[K+].[N:45]1([C:51]([O:53][C:54]([CH3:57])([CH3:56])[CH3:55])=[O:52])[CH2:50][CH2:49][NH:48][CH2:47][CH2:46]1. Given the product [CH2:1]([C:3]1[C:11]2[C:6](=[CH:7][CH:8]=[CH:9][C:10]=2[NH:12][C:13]([C:15]2[N:19]3[CH:20]=[CH:21][C:22]([CH2:24][N:48]4[CH2:49][CH2:50][N:45]([C:51]([O:53][C:54]([CH3:57])([CH3:56])[CH3:55])=[O:52])[CH2:46][CH2:47]4)=[CH:23][C:18]3=[N:17][CH:16]=2)=[O:14])[N:5]([CH2:26][C:27]2[CH:32]=[CH:31][CH:30]=[C:29]([CH3:33])[N:28]=2)[N:4]=1)[CH3:2], predict the reactants needed to synthesize it. (3) The reactants are: Cl[C:2]([O:4][C:5]1[CH:10]=[CH:9][CH:8]=[CH:7][CH:6]=1)=[O:3].[NH2:11][C:12]1[C:13]([O:37][CH3:38])=[C:14]([N:22]([CH2:27][CH2:28][O:29][CH2:30][C:31]2[CH:36]=[CH:35][CH:34]=[CH:33][CH:32]=2)[S:23]([CH3:26])(=[O:25])=[O:24])[CH:15]=[C:16]([C:18]([CH3:21])([CH3:20])[CH3:19])[CH:17]=1.C([O-])(O)=O.[Na+]. Given the product [CH2:30]([O:29][CH2:28][CH2:27][N:22]([C:14]1[C:13]([O:37][CH3:38])=[C:12]([NH:11][C:2](=[O:3])[O:4][C:5]2[CH:10]=[CH:9][CH:8]=[CH:7][CH:6]=2)[CH:17]=[C:16]([C:18]([CH3:21])([CH3:19])[CH3:20])[CH:15]=1)[S:23]([CH3:26])(=[O:25])=[O:24])[C:31]1[CH:32]=[CH:33][CH:34]=[CH:35][CH:36]=1, predict the reactants needed to synthesize it. (4) Given the product [CH:33]1([CH2:36][O:32][C:29]2[CH:28]=[CH:27][C:26]([C:24]3[NH:25][C:21]([CH:13]([C:10]4[CH:11]=[CH:12][C:7]([S:4]([CH:1]5[CH2:3][CH2:2]5)(=[O:6])=[O:5])=[CH:8][CH:9]=4)[CH2:14][CH:15]4[CH2:20][CH2:19][O:18][CH2:17][CH2:16]4)=[CH:22][CH:23]=3)=[N:31][CH:30]=2)[CH2:35][CH2:34]1, predict the reactants needed to synthesize it. The reactants are: [CH:1]1([S:4]([C:7]2[CH:12]=[CH:11][C:10]([CH:13]([C:21]3[NH:25][C:24]([C:26]4[N:31]=[CH:30][C:29]([OH:32])=[CH:28][CH:27]=4)=[CH:23][CH:22]=3)[CH2:14][CH:15]3[CH2:20][CH2:19][O:18][CH2:17][CH2:16]3)=[CH:9][CH:8]=2)(=[O:6])=[O:5])[CH2:3][CH2:2]1.[CH:33]1([CH2:36]O)[CH2:35][CH2:34]1.C(P(CCCC)CCCC)CCC.N(C(N1CCCCC1)=O)=NC(N1CCCCC1)=O.